From a dataset of Forward reaction prediction with 1.9M reactions from USPTO patents (1976-2016). Predict the product of the given reaction. (1) Given the reactants [CH:1]1([C:4]2[C:5]([O:13][CH2:14][C:15]([F:18])([F:17])[F:16])=[CH:6][C:7]([C:10]([OH:12])=O)=[N:8][CH:9]=2)[CH2:3][CH2:2]1.C(O)(=O)C(O)=O.[CH2:25]1[C:28]2([CH2:32][CH2:31][CH2:30][NH:29]2)[CH2:27][O:26]1, predict the reaction product. The product is: [CH:1]1([C:4]2[C:5]([O:13][CH2:14][C:15]([F:18])([F:17])[F:16])=[CH:6][C:7]([C:10]([N:29]3[CH2:30][CH2:31][CH2:32][C:28]43[CH2:25][O:26][CH2:27]4)=[O:12])=[N:8][CH:9]=2)[CH2:2][CH2:3]1. (2) Given the reactants [C:1]([O:5][C:6]([NH:8][C:9]1[C:10]([C:15](OC)=[O:16])=[N:11][CH:12]=[CH:13][CH:14]=1)=[O:7])([CH3:4])([CH3:3])[CH3:2].[C:19]([O:23][C:24]([NH:26][C:27]1[N:36]=[CH:35][CH:34]=[CH:33][C:28]=1[C:29](OC)=[O:30])=[O:25])([CH3:22])([CH3:21])[CH3:20].C1COCC1.CO.[BH4-].[Na+], predict the reaction product. The product is: [OH:16][CH2:15][C:10]1[C:9]([NH:8][C:6](=[O:7])[O:5][C:1]([CH3:3])([CH3:2])[CH3:4])=[CH:14][CH:13]=[CH:12][N:11]=1.[OH:30][CH2:29][C:28]1[C:27]([NH:26][C:24](=[O:25])[O:23][C:19]([CH3:21])([CH3:20])[CH3:22])=[N:36][CH:35]=[CH:34][CH:33]=1. (3) Given the reactants [CH2:1]([O:3][C:4]1[CH:13]=[CH:12][C:7]2[N:8]=[C:9]([NH2:11])[S:10][C:6]=2[CH:5]=1)[CH3:2].[CH3:14][O:15][C:16]1[CH:17]=[C:18]([CH:22]=[C:23]([O:25][CH3:26])[CH:24]=1)[C:19](Cl)=[O:20].Br[CH:28]([CH2:33][CH3:34])[C:29]([O:31]C)=[O:30].COC1C=CC2N=C(N)SC=2C=1.ClC1C=C(C=CC=1)C(Cl)=O.BrCC(OCC)=O, predict the reaction product. The product is: [CH3:14][O:15][C:16]1[CH:17]=[C:18]([CH:22]=[C:23]([O:25][CH3:26])[CH:24]=1)[C:19]([N:11]=[C:9]1[N:8]([CH:28]([CH2:33][CH3:34])[C:29]([OH:31])=[O:30])[C:7]2[CH:12]=[CH:13][C:4]([O:3][CH2:1][CH3:2])=[CH:5][C:6]=2[S:10]1)=[O:20]. (4) Given the reactants [O:1]([CH2:8][C:9]1[CH:14]=[CH:13][C:12]([C:15]2[NH:36][C:18]3=[N:19][CH:20]=[C:21]([CH:23]4[CH2:28][CH2:27][N:26](C(OC(C)(C)C)=O)[CH2:25][CH2:24]4)[CH:22]=[C:17]3[N:16]=2)=[CH:11][CH:10]=1)[C:2]1[CH:7]=[CH:6][CH:5]=[CH:4][CH:3]=1.C(O)(C(F)(F)F)=O, predict the reaction product. The product is: [O:1]([CH2:8][C:9]1[CH:10]=[CH:11][C:12]([C:15]2[NH:36][C:18]3=[N:19][CH:20]=[C:21]([CH:23]4[CH2:28][CH2:27][NH:26][CH2:25][CH2:24]4)[CH:22]=[C:17]3[N:16]=2)=[CH:13][CH:14]=1)[C:2]1[CH:3]=[CH:4][CH:5]=[CH:6][CH:7]=1. (5) Given the reactants [O:1]=[C:2]1[CH2:10][CH2:9][CH2:8][C:7]2[NH:6][CH:5]=[C:4]([CH:11]([CH3:15])C(O)=O)[C:3]1=2.[C:16](N1C=CN=C1)(N1C=CN=C1)=[O:17].[CH3:28][N:29]1[CH2:34][CH2:33][NH:32][CH2:31][CH2:30]1.C(N(CC)C(C)C)(C)C, predict the reaction product. The product is: [CH3:28][N:29]1[CH2:34][CH2:33][N:32]([C:16](=[O:17])[CH2:15][CH2:11][C:4]2[C:3]3[C:2](=[O:1])[CH2:10][CH2:9][CH2:8][C:7]=3[NH:6][CH:5]=2)[CH2:31][CH2:30]1. (6) Given the reactants [CH:1]([N-]C(C)C)(C)C.[Li+].[CH3:9][CH:10]([CH3:26])[CH2:11][C:12]1[S:13][C:14]2[CH:20]=[CH:19][C:18]([CH2:21][C:22]([O:24][CH3:25])=[O:23])=[CH:17][C:15]=2[N:16]=1.CI, predict the reaction product. The product is: [CH3:9][CH:10]([CH3:26])[CH2:11][C:12]1[S:13][C:14]2[CH:20]=[CH:19][C:18]([CH:21]([CH3:1])[C:22]([O:24][CH3:25])=[O:23])=[CH:17][C:15]=2[N:16]=1. (7) The product is: [CH2:1]([C:7]1[C:8]2[S:19][CH:18]=[CH:17][C:9]=2[S:10][C:11]=1[C:12]([OH:14])=[O:13])[CH2:2][CH2:3][CH2:4][CH2:5][CH3:6]. Given the reactants [CH2:1]([C:7]1[C:8]2[S:19][CH:18]=[CH:17][C:9]=2[S:10][C:11]=1[C:12]([O:14]CC)=[O:13])[CH2:2][CH2:3][CH2:4][CH2:5][CH3:6].[Li+].[OH-].C1COCC1.Cl, predict the reaction product. (8) Given the reactants Cl[C:2]1[CH:7]=[N:6][CH:5]=[C:4]([Cl:8])[N:3]=1.[C:9]([NH:12][C:13]1[CH:14]=[C:15]([OH:19])[CH:16]=[CH:17][CH:18]=1)(=[O:11])[CH3:10], predict the reaction product. The product is: [Cl:8][C:4]1[CH:5]=[N:6][CH:7]=[C:2]([O:19][C:15]2[CH:16]=[CH:17][CH:18]=[C:13]([NH:12][C:9](=[O:11])[CH3:10])[CH:14]=2)[N:3]=1.